Dataset: Full USPTO retrosynthesis dataset with 1.9M reactions from patents (1976-2016). Task: Predict the reactants needed to synthesize the given product. (1) Given the product [Br:17][C:15]1[CH:14]=[N:13][C:12]2[NH:18][C:3](=[O:2])[C@H:5]3[N:6]([CH2:7][CH2:8][CH2:9]3)[CH2:10][C:11]=2[CH:16]=1, predict the reactants needed to synthesize it. The reactants are: C[O:2][C:3]([C@@H:5]1[CH2:9][CH2:8][CH2:7][N:6]1[CH2:10][C:11]1[C:12]([NH2:18])=[N:13][CH:14]=[C:15]([Br:17])[CH:16]=1)=O.[H-].[Na+]. (2) Given the product [NH2:1][C:4]1[C:13]2[C:8](=[CH:9][CH:10]=[CH:11][CH:12]=2)[C:7]([O:14][CH2:15][CH2:16][C:17]2[CH:22]=[CH:21][N:20]=[C:19]([NH:23][C:24](=[O:30])[O:25][C:26]([CH3:28])([CH3:27])[CH3:29])[CH:18]=2)=[CH:6][CH:5]=1, predict the reactants needed to synthesize it. The reactants are: [N+:1]([C:4]1[C:13]2[C:8](=[CH:9][CH:10]=[CH:11][CH:12]=2)[C:7]([O:14][CH2:15][CH2:16][C:17]2[CH:22]=[CH:21][N:20]=[C:19]([NH:23][C:24](=[O:30])[O:25][C:26]([CH3:29])([CH3:28])[CH3:27])[CH:18]=2)=[CH:6][CH:5]=1)([O-])=O.C([O-])(O)=O.[Na+]. (3) Given the product [CH2:20]([O:11][C:9](=[O:10])/[CH:8]=[CH:12]/[CH:13]1[CH2:17][CH2:16][CH2:15][CH2:14]1)[CH3:21], predict the reactants needed to synthesize it. The reactants are: C(P([CH2:8][C:9]([O-:11])=[O:10])(CC)CC)C.[CH3:12][CH2:13][CH2:14][CH2:15][CH2:16][CH3:17].[H-].[Na+].[CH:20]1(C=O)CCC[CH2:21]1.